Dataset: Forward reaction prediction with 1.9M reactions from USPTO patents (1976-2016). Task: Predict the product of the given reaction. (1) Given the reactants [Br:1][C:2]1[CH:3]=[C:4]2[C:13](=[CH:14][CH:15]=1)[O:12][CH2:11][C:6]1([CH2:10][CH2:9][CH2:8][O:7]1)[C:5]2=[CH2:16].II.C[CH2:20][OH:21].[NH3:22].CC#[N:25], predict the reaction product. The product is: [Br:1][C:2]1[CH:3]=[C:4]2[C:5]3([CH2:16][O:21][C:20]([NH2:25])=[N:22]3)[C:6]3([CH2:10][CH2:9][CH2:8][O:7]3)[CH2:11][O:12][C:13]2=[CH:14][CH:15]=1. (2) Given the reactants C[O-].[Na+].[H-].[Al+3].[Li+].[H-].[H-].[H-].[CH3:10][C:11]1[O:15][C:14]2[CH:16]=[CH:17][C:18]([C:20]#[C:21][CH2:22][OH:23])=[CH:19][C:13]=2[CH:12]=1.C(OCC)(=O)C.[I:30][C:31]1[CH:36]=[CH:35][C:34](I)=[CH:33][CH:32]=1.O1C=CC=C1P(C1OC=CC=1)C1OC=CC=1, predict the reaction product. The product is: [I:30][C:31]1[CH:36]=[CH:35][C:34](/[C:20](/[C:18]2[CH:17]=[CH:16][C:14]3[O:15][C:11]([CH3:10])=[CH:12][C:13]=3[CH:19]=2)=[CH:21]/[CH2:22][OH:23])=[CH:33][CH:32]=1. (3) Given the reactants Cl[C:2]1[N:7]=[C:6]([C:8]2[C:9]([C:17]3[CH:18]=[C:19]([NH:23][C:24](=[O:33])[C:25]4[C:30]([F:31])=[CH:29][CH:28]=[CH:27][C:26]=4[F:32])[CH:20]=[CH:21][CH:22]=3)=[N:10][N:11]3[CH:16]=[CH:15][CH:14]=[CH:13][C:12]=23)[CH:5]=[CH:4][N:3]=1.[NH2:34][C:35]1[CH:44]=[CH:43][C:38]2[N:39]=[CH:40][CH2:41][O:42][C:37]=2[CH:36]=1.Cl.C([OH:49])(C)C, predict the reaction product. The product is: [F:32][C:26]1[CH:27]=[CH:28][CH:29]=[C:30]([F:31])[C:25]=1[C:24]([NH:23][C:19]1[CH:20]=[CH:21][CH:22]=[C:17]([C:9]2[C:8]([C:6]3[CH:5]=[CH:4][N:3]=[C:2]([NH:34][C:35]4[CH:44]=[CH:43][C:38]5[NH:39][C:40](=[O:49])[CH2:41][O:42][C:37]=5[CH:36]=4)[N:7]=3)=[C:12]3[CH:13]=[CH:14][CH:15]=[CH:16][N:11]3[N:10]=2)[CH:18]=1)=[O:33]. (4) Given the reactants [OH:1][CH2:2][C:3]1[CH:21]=[CH:20][C:6]([NH:7][CH:8]=[C:9]([C:15]([O:17][CH2:18][CH3:19])=[O:16])[C:10]([O:12][CH2:13][CH3:14])=[O:11])=[C:5]([I:22])[CH:4]=1.[C:23](OC(=O)C)(=[O:25])[CH3:24].O, predict the reaction product. The product is: [C:23]([O:1][CH2:2][C:3]1[CH:21]=[CH:20][C:6]([NH:7][CH:8]=[C:9]([C:15]([O:17][CH2:18][CH3:19])=[O:16])[C:10]([O:12][CH2:13][CH3:14])=[O:11])=[C:5]([I:22])[CH:4]=1)(=[O:25])[CH3:24]. (5) The product is: [CH3:22][O:21][C:18]1[CH:19]=[CH:20][C:15]([C:14]2[N:4]3[N:3]=[C:2]([NH:29][C:26]4[CH:27]=[CH:28][C:23]([NH2:30])=[CH:24][CH:25]=4)[C:11]4[C:6]([C:5]3=[N:12][N:13]=2)=[CH:7][CH:8]=[CH:9][CH:10]=4)=[CH:16][CH:17]=1. Given the reactants Cl[C:2]1[C:11]2[C:6](=[CH:7][CH:8]=[CH:9][CH:10]=2)[C:5]2=[N:12][N:13]=[C:14]([C:15]3[CH:20]=[CH:19][C:18]([O:21][CH3:22])=[CH:17][CH:16]=3)[N:4]2[N:3]=1.[C:23]1([NH2:30])[CH:28]=[CH:27][C:26]([NH2:29])=[CH:25][CH:24]=1, predict the reaction product. (6) Given the reactants [Cl:1][C:2]1[CH:10]=[CH:9][C:5]([C:6](O)=[O:7])=[C:4]([O:11][CH3:12])[CH:3]=1.CC(COC(Cl)=O)C.[BH4-].[Na+].O, predict the reaction product. The product is: [Cl:1][C:2]1[CH:10]=[CH:9][C:5]([CH2:6][OH:7])=[C:4]([O:11][CH3:12])[CH:3]=1. (7) Given the reactants [H-].[Na+].[Cl:3][C:4]1[CH:9]=[CH:8][C:7]([C:10]2[CH:11]=[C:12]3[C:17](=[CH:18][C:19]=2[O:20][CH3:21])[NH:16][C:15](=[O:22])[CH2:14][CH2:13]3)=[CH:6][CH:5]=1.Br[CH2:24][C:25]([O:27][C:28]([CH3:31])([CH3:30])[CH3:29])=[O:26], predict the reaction product. The product is: [Cl:3][C:4]1[CH:5]=[CH:6][C:7]([C:10]2[CH:11]=[C:12]3[C:17](=[CH:18][C:19]=2[O:20][CH3:21])[N:16]([CH2:24][C:25]([O:27][C:28]([CH3:31])([CH3:30])[CH3:29])=[O:26])[C:15](=[O:22])[CH2:14][CH2:13]3)=[CH:8][CH:9]=1.